Dataset: Catalyst prediction with 721,799 reactions and 888 catalyst types from USPTO. Task: Predict which catalyst facilitates the given reaction. (1) Product: [CH2:27]([O:23][C:21]1[C:20]([O:24][CH3:25])=[CH:19][C:6]2[C:7]3[N:12]([CH:3]([CH2:1][CH3:2])[CH2:4][C:5]=2[CH:22]=1)[CH:11]=[C:10]([C:13]([O:15][CH2:16][CH3:17])=[O:14])[C:9](=[O:18])[CH:8]=3)[CH2:28][CH2:29][CH3:30]. Reactant: [CH2:1]([CH:3]1[N:12]2[C:7](=[CH:8][C:9](=[O:18])[C:10]([C:13]([O:15][CH2:16][CH3:17])=[O:14])=[CH:11]2)[C:6]2[CH:19]=[C:20]([O:24][CH3:25])[C:21]([OH:23])=[CH:22][C:5]=2[CH2:4]1)[CH3:2].Br[CH2:27][CH2:28][CH2:29][CH3:30].C([O-])([O-])=O.[K+].[K+].O. The catalyst class is: 3. (2) Reactant: [C:1]1([C:7]2[C:15]3[C:10](=[CH:11][CH:12]=[CH:13][CH:14]=3)[N:9]([S:16]([C:19]3[CH:24]=[CH:23][C:22]([CH3:25])=[CH:21][CH:20]=3)(=[O:18])=[O:17])[C:8]=2[CH:26]=[O:27])[CH:6]=[CH:5][CH:4]=[CH:3][CH:2]=1.[CH3:28][Mg]Br.[NH4+].[Cl-]. Product: [C:1]1([C:7]2[C:15]3[C:10](=[CH:11][CH:12]=[CH:13][CH:14]=3)[N:9]([S:16]([C:19]3[CH:20]=[CH:21][C:22]([CH3:25])=[CH:23][CH:24]=3)(=[O:17])=[O:18])[C:8]=2[CH:26]([OH:27])[CH3:28])[CH:2]=[CH:3][CH:4]=[CH:5][CH:6]=1. The catalyst class is: 165. (3) Reactant: CO[N:3]=[CH:4][C:5]1[CH:10]=[C:9]([Br:11])[CH:8]=[CH:7][C:6]=1[S:12][CH2:13][CH3:14].Cl. Product: [Br:11][C:9]1[CH:8]=[CH:7][C:6]([S:12][CH2:13][CH3:14])=[C:5]([CH:10]=1)[CH2:4][NH2:3]. The catalyst class is: 1. (4) Product: [Cl:1][C:2]1[C:7]([N:8]2[CH2:13][CH2:12][N:11]([CH:14]3[CH2:15][O:16][CH2:17]3)[CH:10]([CH2:18][F:19])[CH2:9]2)=[CH:6][C:5]([C:20]#[N:21])=[CH:4][C:3]=1[NH:22][C:23]1[N:28]=[C:27]([NH:29][CH:39]2[CH2:40][CH2:41]2)[C:26]2=[N:42][CH:43]=[C:44]([C:45]#[N:46])[N:25]2[N:24]=1. The catalyst class is: 26. Reactant: [Cl:1][C:2]1[C:7]([N:8]2[CH2:13][CH2:12][N:11]([CH:14]3[CH2:17][O:16][CH2:15]3)[CH:10]([CH2:18][F:19])[CH2:9]2)=[CH:6][C:5]([C:20]#[N:21])=[CH:4][C:3]=1[NH:22][C:23]1[N:28]=[C:27]([N:29]([CH:39]2[CH2:41][CH2:40]2)CC2C=CC(OC)=CC=2)[C:26]2=[N:42][CH:43]=[C:44]([C:45]#[N:46])[N:25]2[N:24]=1.C1(OC)C=CC=CC=1.C(O)(C(F)(F)F)=O. (5) Reactant: [CH3:1][S:2](Cl)(=[O:4])=[O:3].[CH:6]1([CH2:10][NH:11][C:12]([C:14]2[C:19]([NH:20][C:21]([C:23]3[C:32]4[C:27](=[CH:28][CH:29]=[CH:30][CH:31]=4)[C:26]([CH2:33][OH:34])=[CH:25][CH:24]=3)=[O:22])=[CH:18][CH:17]=[CH:16][N:15]=2)=[O:13])[CH2:9][CH2:8][CH2:7]1.CCN(CC)CC. The catalyst class is: 2. Product: [CH3:1][S:2]([O:34][CH2:33][C:26]1[C:27]2[C:32](=[CH:31][CH:30]=[CH:29][CH:28]=2)[C:23]([C:21]([NH:20][C:19]2[C:14]([C:12]([NH:11][CH2:10][CH:6]3[CH2:9][CH2:8][CH2:7]3)=[O:13])=[N:15][CH:16]=[CH:17][CH:18]=2)=[O:22])=[CH:24][CH:25]=1)(=[O:4])=[O:3]. (6) Reactant: C([NH:4][C:5]1[S:6][C:7]2[C:18]([O:19][CH3:20])=[CH:17][CH:16]=[CH:15][C:8]=2[C:9]=1[C:10]([O:12]CC)=[O:11])(=O)C.[OH-].[Na+]. Product: [NH2:4][C:5]1[S:6][C:7]2[C:18]([O:19][CH3:20])=[CH:17][CH:16]=[CH:15][C:8]=2[C:9]=1[C:10]([OH:12])=[O:11]. The catalyst class is: 8.